The task is: Regression. Given a peptide amino acid sequence and an MHC pseudo amino acid sequence, predict their binding affinity value. This is MHC class I binding data.. This data is from Peptide-MHC class I binding affinity with 185,985 pairs from IEDB/IMGT. (1) The peptide sequence is DEGFHAATV. The MHC is HLA-B39:01 with pseudo-sequence HLA-B39:01. The binding affinity (normalized) is 0.0847. (2) The peptide sequence is PAHKSQLVW. The MHC is HLA-A24:02 with pseudo-sequence HLA-A24:02. The binding affinity (normalized) is 0.0847. (3) The MHC is Mamu-A01 with pseudo-sequence Mamu-A01. The binding affinity (normalized) is 0.315. The peptide sequence is FSELYENLAD. (4) The peptide sequence is TFHGAKEI. The MHC is HLA-A23:01 with pseudo-sequence HLA-A23:01. The binding affinity (normalized) is 0. (5) The peptide sequence is KVSENQLFY. The MHC is HLA-A03:01 with pseudo-sequence HLA-A03:01. The binding affinity (normalized) is 0.444. (6) The MHC is HLA-B54:01 with pseudo-sequence HLA-B54:01. The binding affinity (normalized) is 0.0432. The peptide sequence is LFCASDAKAY. (7) The peptide sequence is MHDPHSIPL. The MHC is HLA-A02:12 with pseudo-sequence HLA-A02:12. The binding affinity (normalized) is 0.0847.